From a dataset of Forward reaction prediction with 1.9M reactions from USPTO patents (1976-2016). Predict the product of the given reaction. (1) Given the reactants [CH3:1][C:2]1[O:6][C:5]([CH2:7][C:8]2[CH:13]=[CH:12][C:11]([CH2:14][OH:15])=[CH:10][CH:9]=2)=[CH:4][CH:3]=1, predict the reaction product. The product is: [CH3:1][C:2]1[O:6][C:5]([CH2:7][C:8]2[CH:13]=[CH:12][C:11]([CH:14]=[O:15])=[CH:10][CH:9]=2)=[CH:4][CH:3]=1. (2) Given the reactants [N:1]([C:4]1[CH:9]=[CH:8][C:7]([C:10]2[N:11]=[C:12]([CH2:15][O:16][C:17]3[CH:22]=[CH:21][CH:20]=[CH:19][CH:18]=3)[NH:13][CH:14]=2)=[CH:6][CH:5]=1)=[N+]=[N-], predict the reaction product. The product is: [O:16]([CH2:15][C:12]1[NH:13][CH:14]=[C:10]([C:7]2[CH:6]=[CH:5][C:4]([NH2:1])=[CH:9][CH:8]=2)[N:11]=1)[C:17]1[CH:18]=[CH:19][CH:20]=[CH:21][CH:22]=1. (3) Given the reactants [CH2:1]1[O:13][C:12]2[CH:11]=[C:10]3[C:5]([C:6]([NH:14][CH2:15][CH2:16][N:17]([CH3:19])[CH3:18])=[CH:7][CH:8]=[N:9]3)=[CH:4][C:3]=2[O:2]1.C(Cl)(=O)[C:21](Cl)=[O:22].[I:26][C:27]1[CH:35]=[CH:34][C:33]([O:36][CH3:37])=[C:32]([O:38][CH3:39])[C:28]=1C(O)=O, predict the reaction product. The product is: [CH2:1]1[O:13][C:12]2[CH:11]=[C:10]3[C:5]([C:6]([N:14]([CH2:15][CH2:16][N:17]([CH3:19])[CH3:18])[C:21](=[O:22])[C:35]4[CH:34]=[C:33]([O:36][CH3:37])[C:32]([O:38][CH3:39])=[CH:28][C:27]=4[I:26])=[CH:7][CH:8]=[N:9]3)=[CH:4][C:3]=2[O:2]1.